From a dataset of Catalyst prediction with 721,799 reactions and 888 catalyst types from USPTO. Predict which catalyst facilitates the given reaction. (1) Reactant: [N+:1]([C:4]1[CH:22]=[CH:21][C:7]([O:8][CH:9]2[CH2:13][CH2:12][N:11](C(OC(C)(C)C)=O)[CH2:10]2)=[CH:6][CH:5]=1)([O-:3])=[O:2].FC(F)(F)C(O)=O. Product: [N+:1]([C:4]1[CH:22]=[CH:21][C:7]([O:8][CH:9]2[CH2:13][CH2:12][NH:11][CH2:10]2)=[CH:6][CH:5]=1)([O-:3])=[O:2]. The catalyst class is: 4. (2) Reactant: [F:1][C:2]([CH3:17])([CH3:16])[CH:3]([NH:8]C(=O)OC(C)(C)C)[C:4]([NH:6][CH3:7])=[O:5].[ClH:18].C(OCC)C. Product: [ClH:18].[NH2:8][CH:3]([C:2]([F:1])([CH3:17])[CH3:16])[C:4]([NH:6][CH3:7])=[O:5]. The catalyst class is: 4.